The task is: Predict which catalyst facilitates the given reaction.. This data is from Catalyst prediction with 721,799 reactions and 888 catalyst types from USPTO. (1) Reactant: [F:1][C:2]([F:12])([F:11])[CH:3]([O:8][CH2:9]I)[C:4]([F:7])([F:6])[F:5].[F-:13].[K+].C(O)COCCOCCO. Product: [CH2:9]([F:13])[O:8][CH:3]([C:4]([F:7])([F:6])[F:5])[C:2]([F:12])([F:11])[F:1]. The catalyst class is: 9. (2) The catalyst class is: 176. Product: [O:18]1[C:22]2[CH:23]=[CH:24][CH:25]=[CH:26][C:21]=2[CH:20]=[C:19]1[C:8]1[C:7]2=[N:6][S:5][N:4]=[C:3]2[C:2]([Br:11])=[CH:1][N:9]=1. Reactant: [CH:1]1[N:9]=[C:8](Br)[C:7]2[C:3](=[N:4][S:5][N:6]=2)[C:2]=1[Br:11].C([O-])([O-])=O.[Na+].[Na+].[O:18]1[C:22]2[CH:23]=[CH:24][CH:25]=[CH:26][C:21]=2[CH:20]=[C:19]1B(O)O. (3) Product: [Cl:8][C:5]1[CH:6]=[CH:7][C:2]([NH:1][CH2:25][C:24]2[CH:27]=[CH:28][C:29]([O:31][CH3:32])=[CH:30][C:23]=2[O:22][CH3:21])=[C:3]([CH:9]([C:11]2[C:12]([C:17]([F:20])([F:19])[F:18])=[N:13][CH:14]=[CH:15][CH:16]=2)[OH:10])[CH:4]=1. The catalyst class is: 342. Reactant: [NH2:1][C:2]1[CH:7]=[CH:6][C:5]([Cl:8])=[CH:4][C:3]=1[CH:9]([C:11]1[C:12]([C:17]([F:20])([F:19])[F:18])=[N:13][CH:14]=[CH:15][CH:16]=1)[OH:10].[CH3:21][O:22][C:23]1[CH:30]=[C:29]([O:31][CH3:32])[CH:28]=[CH:27][C:24]=1[CH:25]=O.[BH4-].[Na+]. (4) Reactant: [NH2:1][C:2]1[CH:7]=[CH:6][C:5]([C:8]2[N:9]([CH2:21][CH3:22])[C:10]3[C:15]([C:16]=2[C:17]#[N:18])=[CH:14][CH:13]=[C:12]([O:19][CH3:20])[CH:11]=3)=[CH:4][CH:3]=1.[Cl:23][CH2:24][CH2:25][N:26]=[C:27]=[O:28]. Product: [Cl:23][CH2:24][CH2:25][NH:26][C:27]([NH:1][C:2]1[CH:3]=[CH:4][C:5]([C:8]2[N:9]([CH2:21][CH3:22])[C:10]3[C:15]([C:16]=2[C:17]#[N:18])=[CH:14][CH:13]=[C:12]([O:19][CH3:20])[CH:11]=3)=[CH:6][CH:7]=1)=[O:28]. The catalyst class is: 1. (5) Reactant: [CH2:1]([O:8][C:9]1[CH:18]=[C:17]2[C:12]([C:13](Cl)=[CH:14][CH:15]=[N:16]2)=[CH:11][C:10]=1[O:20][CH3:21])[C:2]1[CH:7]=[CH:6][CH:5]=[CH:4][CH:3]=1.[OH:22][C:23]1[CH:28]=[CH:27][C:26]([CH2:29][C:30]([C:32]2[CH:37]=[CH:36][CH:35]=[CH:34][CH:33]=2)=[O:31])=[CH:25][CH:24]=1. Product: [CH2:1]([O:8][C:9]1[CH:18]=[C:17]2[C:12]([C:13]([O:22][C:23]3[CH:24]=[CH:25][C:26]([CH2:29][C:30]([C:32]4[CH:33]=[CH:34][CH:35]=[CH:36][CH:37]=4)=[O:31])=[CH:27][CH:28]=3)=[CH:14][CH:15]=[N:16]2)=[CH:11][C:10]=1[O:20][CH3:21])[C:2]1[CH:7]=[CH:6][CH:5]=[CH:4][CH:3]=1. The catalyst class is: 3. (6) Reactant: [S:1]1[C:5]2[CH:6]=[CH:7][CH:8]=[CH:9][C:4]=2[N:3]=[C:2]1[CH:10]([C:13]1[CH:18]=[CH:17][N:16]=[C:15](Cl)[N:14]=1)[C:11]#[N:12].[CH3:20][O:21][C:22]1[CH:27]=[CH:26][C:25]([OH:28])=[CH:24][CH:23]=1.C(=O)([O-])[O-].[Cs+].[Cs+]. Product: [S:1]1[C:5]2[CH:6]=[CH:7][CH:8]=[CH:9][C:4]=2[N:3]=[C:2]1[CH:10]([C:13]1[CH:18]=[CH:17][N:16]=[C:15]([O:28][C:25]2[CH:26]=[CH:27][C:22]([O:21][CH3:20])=[CH:23][CH:24]=2)[N:14]=1)[C:11]#[N:12]. The catalyst class is: 16. (7) Reactant: [Cl:1][C:2]1[S:6][C:5](/[CH:7]=[CH:8]/[S:9]([NH:12][C@H:13]2[CH2:17][CH2:16][N:15]([C:18]3[CH:19]=[CH:20][C:21]4[CH2:27][N:26]([C:28]([O:30][C:31]([CH3:34])([CH3:33])[CH3:32])=[O:29])[CH2:25][CH2:24][CH2:23][C:22]=4[CH:35]=3)[C:14]2=[O:36])(=[O:11])=[O:10])=[CH:4][CH:3]=1.C(=O)([O-])[O-].[K+].[K+].Br[CH2:44][C:45]([O:47][C:48]([CH3:51])([CH3:50])[CH3:49])=[O:46].[Cl-].[NH4+]. Product: [Cl:1][C:2]1[S:6][C:5](/[CH:7]=[CH:8]/[S:9]([N:12]([CH2:44][C:45]([O:47][C:48]([CH3:51])([CH3:50])[CH3:49])=[O:46])[C@H:13]2[CH2:17][CH2:16][N:15]([C:18]3[CH:19]=[CH:20][C:21]4[CH2:27][N:26]([C:28]([O:30][C:31]([CH3:32])([CH3:33])[CH3:34])=[O:29])[CH2:25][CH2:24][CH2:23][C:22]=4[CH:35]=3)[C:14]2=[O:36])(=[O:10])=[O:11])=[CH:4][CH:3]=1. The catalyst class is: 3. (8) Reactant: [C:1]([O:4][C:5]1[CH:6]=[C:7]2[C:12](=[CH:13][C:14]=1[O:15][CH3:16])[N:11]=[CH:10][N:9]=[C:8]2Cl)(=[O:3])[CH3:2].[C:18]([C:20]1[CH:21]=[C:22]([CH:24]=[CH:25][C:26]=1[F:27])[NH2:23])#[CH:19]. Product: [C:1]([O:4][C:5]1[CH:6]=[C:7]2[C:12](=[CH:13][C:14]=1[O:15][CH3:16])[N:11]=[CH:10][N:9]=[C:8]2[NH:23][C:22]1[CH:24]=[CH:25][C:26]([F:27])=[C:20]([C:18]#[CH:19])[CH:21]=1)(=[O:3])[CH3:2]. The catalyst class is: 32.